Dataset: Forward reaction prediction with 1.9M reactions from USPTO patents (1976-2016). Task: Predict the product of the given reaction. (1) Given the reactants [CH:1]([O:4][C:5]1[CH:6]=[CH:7][C:8]([NH2:14])=[C:9]([CH:13]=1)[C:10]([OH:12])=[O:11])([CH3:3])[CH3:2].[H-].[Na+].[CH3:17]I.OS([O-])(=O)=O.[K+].[O-]S([O-])(=O)=O.[Na+].[Na+], predict the reaction product. The product is: [CH3:17][O:11][C:10](=[O:12])[C:9]1[CH:13]=[C:5]([O:4][CH:1]([CH3:3])[CH3:2])[CH:6]=[CH:7][C:8]=1[NH2:14]. (2) Given the reactants C([O:5][C:6](=[O:31])[CH2:7][N:8]1[C:12]2[CH:13]=[CH:14][C:15]([NH:17][S:18]([C:21]3[CH:26]=[CH:25][C:24]([F:27])=[CH:23][CH:22]=3)(=[O:20])=[O:19])=[CH:16][C:11]=2[N:10]=[C:9]1[CH2:28][CH2:29][CH3:30])(C)(C)C.FC(F)(F)C(O)=O, predict the reaction product. The product is: [F:27][C:24]1[CH:25]=[CH:26][C:21]([S:18]([NH:17][C:15]2[CH:14]=[CH:13][C:12]3[N:8]([CH2:7][C:6]([OH:31])=[O:5])[C:9]([CH2:28][CH2:29][CH3:30])=[N:10][C:11]=3[CH:16]=2)(=[O:20])=[O:19])=[CH:22][CH:23]=1. (3) Given the reactants [Cl:1][CH2:2][C:3](=O)[CH2:4][C:5]([O:7][CH2:8][CH3:9])=[O:6].[C:11]1([CH:18]=CC=[C:14](O)[CH:13]=1)[OH:12].O, predict the reaction product. The product is: [Cl:1][CH2:2][C:3]1[C:9]2[C:8](=[CH:18][C:11]([OH:12])=[CH:13][CH:14]=2)[O:7][C:5](=[O:6])[CH:4]=1. (4) The product is: [CH:22]1([CH2:21][N:5]2[C:4]([CH:1]([CH3:3])[CH3:2])=[CH:8][N:7]([C:9]3[CH:14]=[CH:13][CH:12]=[CH:11][C:10]=3[C:15]([F:16])([F:18])[F:17])[C:6]2=[O:19])[CH2:24][CH2:23]1. Given the reactants [CH:1]([C:4]1[NH:5][C:6](=[O:19])[N:7]([C:9]2[CH:14]=[CH:13][CH:12]=[CH:11][C:10]=2[C:15]([F:18])([F:17])[F:16])[CH:8]=1)([CH3:3])[CH3:2].Br[CH2:21][CH:22]1[CH2:24][CH2:23]1, predict the reaction product. (5) Given the reactants [CH3:1][C:2]1[N:7]=[CH:6][C:5]([C:8]#[N:9])=[CH:4][CH:3]=1.[Br:10]N1C(=O)CCC1=O.CC(N=NC(C#N)(C)C)(C#N)C, predict the reaction product. The product is: [Br:10][CH2:1][C:2]1[N:7]=[CH:6][C:5]([C:8]#[N:9])=[CH:4][CH:3]=1. (6) Given the reactants S(O)(O)(=O)=O.[NH2:6][C:7]1[NH:8][CH:9]=[CH:10][N:11]=1.[NH2:6][C:7]1[NH:8][CH:9]=[CH:10][N:11]=1.[C:18](OCC)(=[O:23])[CH2:19][C:20]([CH3:22])=O, predict the reaction product. The product is: [CH3:22][C:20]1[CH:19]=[C:18]([OH:23])[N:8]2[CH:9]=[CH:10][N:11]=[C:7]2[N:6]=1. (7) Given the reactants [NH2:1][C@@H:2]1[CH2:7][CH2:6][C@H:5]([NH:8][C:9]2[N:14]=[C:13]([N:15]([CH3:17])[CH3:16])[CH:12]=[CH:11][N:10]=2)[CH2:4][CH2:3]1.[Cl:18][C:19]1[CH:24]=[CH:23][CH:22]=[C:21]([N:25]=[C:26]=[O:27])[C:20]=1[Cl:28].O, predict the reaction product. The product is: [ClH:18].[Cl:28][C:20]1[C:19]([Cl:18])=[CH:24][CH:23]=[CH:22][C:21]=1[NH:25][C:26]([NH:1][C@H:2]1[CH2:3][CH2:4][C@@H:5]([NH:8][C:9]2[N:14]=[C:13]([N:15]([CH3:17])[CH3:16])[CH:12]=[CH:11][N:10]=2)[CH2:6][CH2:7]1)=[O:27]. (8) The product is: [Cl:16][C:15]1[C:10]([C:9]([OH:25])=[O:8])=[C:11]([F:24])[C:12]([NH:17][S:18]([CH2:21][CH2:22][CH3:23])(=[O:19])=[O:20])=[CH:13][CH:14]=1. Given the reactants C([O:8][C:9](=[O:25])[C:10]1[C:15]([Cl:16])=[CH:14][CH:13]=[C:12]([NH:17][S:18]([CH2:21][CH2:22][CH3:23])(=[O:20])=[O:19])[C:11]=1[F:24])C1C=CC=CC=1.O.Cl, predict the reaction product.